From a dataset of Forward reaction prediction with 1.9M reactions from USPTO patents (1976-2016). Predict the product of the given reaction. (1) The product is: [CH:1]1[C:13]2[C:12]3[CH:14]=[CH:15][C:16]([C:18](=[O:22])[CH2:19][Br:20])=[CH:17][C:11]=3[O:10][CH2:9][CH2:8][CH2:7][O:6][C:5]=2[CH:4]=[C:3]([C:23](=[O:27])[CH2:24][Br:25])[CH:2]=1. Given the reactants [CH:1]1[C:13]2[C:12]3[CH:14]=[CH:15][C:16]([C:18](=[O:22])[CH:19](Br)[Br:20])=[CH:17][C:11]=3[O:10][CH2:9][CH2:8][CH2:7][O:6][C:5]=2[CH:4]=[C:3]([C:23](=[O:27])[CH:24](Br)[Br:25])[CH:2]=1.CCN(CC)CC.P([O-])(OCC)OCC, predict the reaction product. (2) Given the reactants [F:1][C:2]([F:19])([O:6][C:7]1[CH:12]=[CH:11][C:10]([N:13]2[CH2:18][CH2:17][NH:16][CH2:15][CH2:14]2)=[CH:9][CH:8]=1)[CH:3]([F:5])[F:4].C(N(CC)CC)C.[CH3:27][S:28](Cl)(=[O:30])=[O:29], predict the reaction product. The product is: [CH3:27][S:28]([N:16]1[CH2:17][CH2:18][N:13]([C:10]2[CH:11]=[CH:12][C:7]([O:6][C:2]([F:1])([F:19])[CH:3]([F:4])[F:5])=[CH:8][CH:9]=2)[CH2:14][CH2:15]1)(=[O:30])=[O:29]. (3) Given the reactants [NH2:1][C:2]1[CH:7]=[CH:6][CH:5]=[CH:4][N:3]=1.C(N(CC)CC)C.ClC(Cl)(O[C:19](=[O:25])OC(Cl)(Cl)Cl)Cl.[F:27][C:28]([F:45])([F:44])[C:29]1[CH:30]=[C:31]([C:35]2[N:40]=[C:39]3[NH:41]CC[C:38]3=[CH:37][CH:36]=2)[CH:32]=[CH:33][CH:34]=1.[CH2:46]1[CH2:50]O[CH2:48][CH2:47]1, predict the reaction product. The product is: [CH3:48][CH:47]1[C:38]2[C:39](=[N:40][C:35]([C:31]3[CH:32]=[CH:33][CH:34]=[C:29]([C:28]([F:27])([F:44])[F:45])[CH:30]=3)=[CH:36][CH:37]=2)[N:41]([C:19]([NH:1][C:2]2[CH:7]=[CH:6][CH:5]=[CH:4][N:3]=2)=[O:25])[CH2:50][CH2:46]1. (4) The product is: [NH2:1][C:2]1[N:3]=[C:4]([CH3:24])[C:5]2[CH:17]=[CH:18][C:19](=[O:20])[N:8]([C@H:9]3[CH2:14][CH2:13][C@H:12]([O:15][CH3:16])[CH2:11][CH2:10]3)[C:6]=2[N:7]=1. Given the reactants [NH2:1][C:2]1[N:7]=[C:6]([NH:8][C@H:9]2[CH2:14][CH2:13][C@H:12]([O:15][CH3:16])[CH2:11][CH2:10]2)[C:5](/[CH:17]=[CH:18]/[C:19](OCC)=[O:20])=[C:4]([CH3:24])[N:3]=1.CCCCC=CCCCCC.C(N(CC)CC)C, predict the reaction product. (5) Given the reactants [CH2:1]([OH:8])[C:2]1[CH:7]=[CH:6][CH:5]=[CH:4][CH:3]=1.[H-].[Na+].Cl[C:12]1[C:17]([C:18]2[O:22][N:21]=[C:20]([CH3:23])[N:19]=2)=[CH:16][CH:15]=[CH:14][N:13]=1, predict the reaction product. The product is: [CH2:1]([O:8][C:12]1[C:17]([C:18]2[O:22][N:21]=[C:20]([CH3:23])[N:19]=2)=[CH:16][CH:15]=[CH:14][N:13]=1)[C:2]1[CH:7]=[CH:6][CH:5]=[CH:4][CH:3]=1. (6) Given the reactants [C:1]([C:4]1[CH:9]=[CH:8][C:7]([CH2:10][C:11]([NH:13][C@@H:14]([C:16]2[CH:21]=[CH:20][C:19]([O:22][CH2:23][C:24]([F:27])([F:26])[F:25])=[CH:18][N:17]=2)[CH3:15])=[O:12])=[CH:6][CH:5]=1)([CH3:3])=[CH2:2].C1C[O:31]CC1.[OH-].[Na+].OO, predict the reaction product. The product is: [OH:31][CH2:2][CH:1]([C:4]1[CH:5]=[CH:6][C:7]([CH2:10][C:11]([NH:13][C@@H:14]([C:16]2[CH:21]=[CH:20][C:19]([O:22][CH2:23][C:24]([F:27])([F:25])[F:26])=[CH:18][N:17]=2)[CH3:15])=[O:12])=[CH:8][CH:9]=1)[CH3:3].